This data is from Full USPTO retrosynthesis dataset with 1.9M reactions from patents (1976-2016). The task is: Predict the reactants needed to synthesize the given product. (1) Given the product [F:22][C:21]([F:24])([F:23])[O:25][C:2]1[CH:20]=[CH:19][C:27]([O:28][C:2]2[CH:20]=[C:19]([C:21]([F:22])([F:24])[F:23])[CH:18]=[CH:17][C:3]=2[C:4]([NH:6][C:7]2[CH:16]=[CH:15][C:10]([C:11]([OH:13])=[O:12])=[CH:9][CH:8]=2)=[O:5])=[CH:4][CH:3]=1, predict the reactants needed to synthesize it. The reactants are: F[C:2]1[CH:20]=[C:19]([C:21]([F:24])([F:23])[F:22])[CH:18]=[CH:17][C:3]=1[C:4]([NH:6][C:7]1[CH:16]=[CH:15][C:10]([C:11]([O:13]C)=[O:12])=[CH:9][CH:8]=1)=[O:5].[OH-:25].[Li+].[CH3:27][OH:28]. (2) Given the product [CH3:1][C:2]1[N:7]=[C:6]2[C:8]([C:12]3[CH:17]=[CH:16][C:15]([Cl:18])=[CH:14][C:13]=3[Cl:19])=[N:9][N:10]([CH3:11])[C:5]2=[C:4]([Cl:23])[CH:3]=1, predict the reactants needed to synthesize it. The reactants are: [CH3:1][C:2]1[N:7]=[C:6]2[C:8]([C:12]3[CH:17]=[CH:16][C:15]([Cl:18])=[CH:14][C:13]=3[Cl:19])=[N:9][N:10]([CH3:11])[C:5]2=[C:4](O)[CH:3]=1.P(Cl)(Cl)([Cl:23])=O. (3) Given the product [F:1][C:2]1[CH:3]=[CH:4][C:5]([C:6]([NH:51][C:48]2[O:49][C:50]3[C:42]([C:39]4[CH:40]=[CH:41][C:36]([F:35])=[CH:37][CH:38]=4)=[CH:43][CH:44]=[C:45]([O:52][CH3:53])[C:46]=3[N:47]=2)=[O:8])=[CH:9][CH:10]=1, predict the reactants needed to synthesize it. The reactants are: [F:1][C:2]1[CH:10]=[CH:9][C:5]([C:6]([OH:8])=O)=[CH:4][CH:3]=1.CN(C(ON1N=NC2C=CC=NC1=2)=[N+](C)C)C.F[P-](F)(F)(F)(F)F.[F:35][C:36]1[CH:41]=[CH:40][C:39]([C:42]2[C:50]3[O:49][C:48]([NH2:51])=[N:47][C:46]=3[C:45]([O:52][CH3:53])=[CH:44][CH:43]=2)=[CH:38][CH:37]=1. (4) Given the product [F:14][C:15]1[CH:20]=[C:19]([CH:18]=[CH:17][CH:16]=1)[O:12][C:8]1[CH:7]=[C:6]([CH:4]([CH3:5])[C:3]([OH:2])=[O:13])[CH:11]=[CH:10][CH:9]=1, predict the reactants needed to synthesize it. The reactants are: C[O:2][C:3](=[O:13])[CH:4]([C:6]1[CH:11]=[CH:10][CH:9]=[C:8]([OH:12])[CH:7]=1)[CH3:5].[F:14][C:15]1[CH:16]=[C:17](B(O)O)[CH:18]=[CH:19][CH:20]=1. (5) Given the product [CH:46]1([CH2:45][O:44][C:36]2[CH:35]=[C:34]([C@@H:32]([O:33][C:19](=[O:20])[C:18]3[CH:17]=[CH:16][CH:15]=[C:10]([CH:11]=[O:12])[C:9]=3[O:8][CH2:1][C:2]3[CH:3]=[CH:4][CH:5]=[CH:6][CH:7]=3)[CH2:31][C:30]3[C:29]([Cl:49])=[CH:28][N+:27]([O-:50])=[CH:26][C:25]=3[Cl:24])[CH:39]=[CH:38][C:37]=2[O:40][CH:41]([F:43])[F:42])[CH2:48][CH2:47]1, predict the reactants needed to synthesize it. The reactants are: [CH2:1]([O:8][C:9]1[C:18]([CH:19]=[O:20])=[CH:17][CH:16]=[CH:15][C:10]=1[C:11](OC)=[O:12])[C:2]1[CH:7]=[CH:6][CH:5]=[CH:4][CH:3]=1.[OH-].[Na+].Cl.[Cl:24][C:25]1[CH:26]=[N+:27]([O-:50])[CH:28]=[C:29]([Cl:49])[C:30]=1[CH2:31][C@@H:32]([C:34]1[CH:39]=[CH:38][C:37]([O:40][CH:41]([F:43])[F:42])=[C:36]([O:44][CH2:45][CH:46]2[CH2:48][CH2:47]2)[CH:35]=1)[OH:33].Cl.CN(C)CCCN=C=NCC.